Dataset: Forward reaction prediction with 1.9M reactions from USPTO patents (1976-2016). Task: Predict the product of the given reaction. (1) Given the reactants [Cl:1][C:2]1[C:3]([N:12]2[CH:16]=[C:15]([CH2:17][CH2:18][CH2:19][OH:20])[C:14]([CH:21]([CH3:23])[CH3:22])=[N:13]2)=[N:4][CH:5]=[C:6]([C:8]([F:11])([F:10])[F:9])[CH:7]=1.[CH2:24]([C:26]1[C:27](O)=[C:28]([CH2:32][C:33]([O:35][CH3:36])=[O:34])[CH:29]=[CH:30][CH:31]=1)[CH3:25].C(P(CCCC)CCCC)CCC.N(C(N1CCCCC1)=O)=NC(N1CCCCC1)=O, predict the reaction product. The product is: [Cl:1][C:2]1[C:3]([N:12]2[CH:16]=[C:15]([CH2:17][CH2:18][CH2:19][O:20][C:27]3[C:26]([CH2:24][CH3:25])=[CH:31][CH:30]=[CH:29][C:28]=3[CH2:32][C:33]([O:35][CH3:36])=[O:34])[C:14]([CH:21]([CH3:23])[CH3:22])=[N:13]2)=[N:4][CH:5]=[C:6]([C:8]([F:10])([F:11])[F:9])[CH:7]=1. (2) The product is: [F:1][C:2]1[CH:7]=[C:6]([OH:8])[CH:5]=[CH:4][C:3]=1[C:10]([C:12]1[S:28][C:15]2[N:16]([CH2:20][CH2:21][N:22]3[CH2:23][CH2:24][O:25][CH2:26][CH2:27]3)[C:17]([CH3:19])=[CH:18][C:14]=2[CH:13]=1)=[O:11]. Given the reactants [F:1][C:2]1[CH:7]=[C:6]([O:8]C)[CH:5]=[CH:4][C:3]=1[C:10]([C:12]1[S:28][C:15]2[N:16]([CH2:20][CH2:21][N:22]3[CH2:27][CH2:26][O:25][CH2:24][CH2:23]3)[C:17]([CH3:19])=[CH:18][C:14]=2[CH:13]=1)=[O:11].B(Br)(Br)Br.C(=O)(O)[O-].S([O-])([O-])(=O)=O.[Na+].[Na+], predict the reaction product. (3) Given the reactants C(O[C:6]([N:8]1[CH2:13][CH2:12][N:11](C2C(=O)N(CC(C)C)N=C(C3C=CC(C)=C(F)C=3)C=2C)[CH2:10][CH2:9]1)=O)(C)(C)C.[CH:34]1([CH2:37][N:38]2[C:43](=[O:44])[C:42]([CH2:45][CH2:46][CH2:47]OS(C)(=O)=O)=[CH:41][C:40]([C:53]3[CH:58]=[CH:57][C:56]([O:59][CH3:60])=[C:55]([F:61])[CH:54]=3)=[N:39]2)[CH2:36][CH2:35]1.CN1CCNCC1, predict the reaction product. The product is: [CH:34]1([CH2:37][N:38]2[C:43](=[O:44])[C:42]([CH2:45][CH2:46][CH2:47][N:11]3[CH2:12][CH2:13][N:8]([CH3:6])[CH2:9][CH2:10]3)=[CH:41][C:40]([C:53]3[CH:58]=[CH:57][C:56]([O:59][CH3:60])=[C:55]([F:61])[CH:54]=3)=[N:39]2)[CH2:36][CH2:35]1. (4) Given the reactants [Br:1][C:2]1[CH:3]=[CH:4][C:5](F)=[C:6]([CH:9]=1)[C:7]#[N:8].[C:11]([O:15][C:16]([N:18]1[CH2:23][CH2:22][NH:21][CH2:20][CH2:19]1)=[O:17])([CH3:14])([CH3:13])[CH3:12].C([O-])([O-])=O.[Na+].[Na+], predict the reaction product. The product is: [C:11]([O:15][C:16]([N:18]1[CH2:23][CH2:22][N:21]([C:5]2[CH:4]=[CH:3][C:2]([Br:1])=[CH:9][C:6]=2[C:7]#[N:8])[CH2:20][CH2:19]1)=[O:17])([CH3:14])([CH3:12])[CH3:13]. (5) Given the reactants [Cl:1][C:2]1[N:3]=[C:4]2[CH:12]=[C:11]([Cl:13])[CH:10]=[N:9][C:5]2=[N:6][C:7]=1Cl.[CH3:14][N:15]1[CH2:20][CH2:19][NH:18][CH2:17][CH2:16]1.[NH4+].[Cl-], predict the reaction product. The product is: [Cl:1][C:2]1[N:3]=[C:4]2[CH:12]=[C:11]([Cl:13])[CH:10]=[N:9][C:5]2=[N:6][C:7]=1[N:18]1[CH2:19][CH2:20][N:15]([CH3:14])[CH2:16][CH2:17]1. (6) Given the reactants FC1C=CC(C2C=C(CN3CCN(C)CC3)C(=O)N(CC(C)C)N=2)=CC=1C.[C:28]([C:31]1[C:32](=[O:49])[N:33]([CH2:45][CH:46]([CH3:48])[CH3:47])[N:34]=[C:35]([C:37]2[CH:42]=[CH:41][C:40]([F:43])=[C:39]([F:44])[CH:38]=2)[CH:36]=1)(O)=[O:29], predict the reaction product. The product is: [F:44][C:39]1[CH:38]=[C:37]([C:35]2[CH:36]=[C:31]([CH2:28][OH:29])[C:32](=[O:49])[N:33]([CH2:45][CH:46]([CH3:47])[CH3:48])[N:34]=2)[CH:42]=[CH:41][C:40]=1[F:43]. (7) Given the reactants [F:1][C:2]1[CH:19]=[CH:18][C:5]([CH2:6][N:7]([CH2:15][CH2:16][OH:17])[C:8](=[O:14])[O:9][C:10]([CH3:13])([CH3:12])[CH3:11])=[CH:4][CH:3]=1.[CH3:20][O:21][C:22](=[O:30])[C:23]1[CH:28]=[C:27](O)[CH:26]=[N:25][CH:24]=1.C1(P(C2C=CC=CC=2)C2C=CC=CC=2)C=CC=CC=1.N(C(OCC)=O)=NC(OCC)=O, predict the reaction product. The product is: [C:10]([O:9][C:8]([N:7]([CH2:6][C:5]1[CH:18]=[CH:19][C:2]([F:1])=[CH:3][CH:4]=1)[CH2:15][CH2:16][O:17][C:27]1[CH:26]=[N:25][CH:24]=[C:23]([CH:28]=1)[C:22]([O:21][CH3:20])=[O:30])=[O:14])([CH3:13])([CH3:12])[CH3:11]. (8) The product is: [NH2:45][C:44]1[C:41]2[C:40](=[CH:39][C:38]([C:15]3[N:14]=[C:13]([NH:12][CH2:11][C:4]4[CH:5]=[CH:6][C:7]([O:9][CH3:10])=[CH:8][C:3]=4[O:2][CH3:1])[N:18]=[C:17]([N:19]4[C@H:24]([C:25]([F:28])([F:27])[F:26])[CH2:23][CH2:22][C@H:21]([C:29]([NH:31][CH:32]5[CH2:33][CH2:34][CH2:35][CH2:36][CH2:37]5)=[O:30])[CH2:20]4)[CH:16]=3)=[CH:43][CH:42]=2)[NH:49][N:48]=1. Given the reactants [CH3:1][O:2][C:3]1[CH:8]=[C:7]([O:9][CH3:10])[CH:6]=[CH:5][C:4]=1[CH2:11][NH:12][C:13]1[N:18]=[C:17]([N:19]2[C@H:24]([C:25]([F:28])([F:27])[F:26])[CH2:23][CH2:22][C@H:21]([C:29]([NH:31][CH:32]3[CH2:37][CH2:36][CH2:35][CH2:34][CH2:33]3)=[O:30])[CH2:20]2)[CH:16]=[C:15]([C:38]2[CH:43]=[CH:42][C:41]([C:44]#[N:45])=[C:40](F)[CH:39]=2)[N:14]=1.O.[NH2:48][NH2:49], predict the reaction product. (9) Given the reactants [O:1]1[CH2:6][CH2:5][N:4]([CH2:7][C:8]([NH:10][C:11]2[N:16]=[CH:15][C:14](/[CH:17]=[CH:18]/[C:19]([O:21]C(C)(C)C)=[O:20])=[CH:13][CH:12]=2)=[O:9])[CH2:3][CH2:2]1.FC(F)(F)C(O)=O, predict the reaction product. The product is: [O:1]1[CH2:6][CH2:5][N:4]([CH2:7][C:8]([NH:10][C:11]2[N:16]=[CH:15][C:14](/[CH:17]=[CH:18]/[C:19]([OH:21])=[O:20])=[CH:13][CH:12]=2)=[O:9])[CH2:3][CH2:2]1.